Dataset: Reaction yield outcomes from USPTO patents with 853,638 reactions. Task: Predict the reaction yield, written as a fraction of the theoretical maximum amount of product (1.0 means a 100% yield; for example, 0.34 means a 34% yield). (1) The catalyst is ClCCl. The yield is 0.900. The product is [F:40][C:14]([F:13])([F:41])[C:15]1[N:16]=[CH:17][N:18]([C:20]2[CH:39]=[CH:38][C:23]([O:24][CH:25]([C:29]3[CH:37]=[CH:36][C:32]([C:33]([NH:43][CH2:44][CH2:45][C:46]([O:48][CH3:49])=[O:47])=[O:35])=[CH:31][CH:30]=3)[CH2:26][CH2:27][CH3:28])=[CH:22][CH:21]=2)[CH:19]=1. The reactants are Cl.C(N=C=NCCCN(C)C)C.[F:13][C:14]([F:41])([F:40])[C:15]1[N:16]=[CH:17][N:18]([C:20]2[CH:39]=[CH:38][C:23]([O:24][CH:25]([C:29]3[CH:37]=[CH:36][C:32]([C:33]([OH:35])=O)=[CH:31][CH:30]=3)[CH2:26][CH2:27][CH3:28])=[CH:22][CH:21]=2)[CH:19]=1.Cl.[NH2:43][CH2:44][CH2:45][C:46]([O:48][CH3:49])=[O:47].ON1C2N=CC=CC=2N=N1.C(N(CC)CC)C. (2) The catalyst is C(#N)C.CCN(CC)CC.O. The yield is 0.990. The product is [CH3:1][C:2]([C:7]1[NH:8][C:9]2[C:14]([CH:15]=1)=[CH:13][C:12]([N+:16]([O-:18])=[O:17])=[CH:11][CH:10]=2)([CH3:6])[C:3]([NH2:29])=[O:4]. The reactants are [CH3:1][C:2]([C:7]1[NH:8][C:9]2[C:14]([CH:15]=1)=[CH:13][C:12]([N+:16]([O-:18])=[O:17])=[CH:11][CH:10]=2)([CH3:6])[C:3](O)=[O:4].C(Cl)CCl.C1C=CC2N(O)N=[N:29]C=2C=1.[Cl-].[NH4+]. (3) The reactants are Cl.[N:2]12[CH2:9][CH2:8][C:5]([O:10][C:11]([NH:13][C:14]3[CH:19]=[C:18]([CH2:20][CH2:21][CH2:22][C:23]([OH:25])=O)[CH:17]=[CH:16][C:15]=3[C:26]3[CH:31]=[CH:30][CH:29]=[CH:28][CH:27]=3)=[O:12])([CH2:6][CH2:7]1)[CH2:4][CH2:3]2.[NH2:32][C:33]1[CH:34]=[CH:35][C:36]([C:39]([O:41][CH2:42][CH3:43])=[O:40])=[N:37][CH:38]=1.C(NCCNC(C)C)(C)C.CN(C(ON1N=NC2C=CC=NC1=2)=[N+](C)C)C.F[P-](F)(F)(F)(F)F. The catalyst is C(Cl)(Cl)Cl. The product is [N:2]12[CH2:7][CH2:6][C:5]([O:10][C:11]([NH:13][C:14]3[CH:19]=[C:18]([CH2:20][CH2:21][CH2:22][C:23]([NH:32][C:33]4[CH:34]=[CH:35][C:36]([C:39]([O:41][CH2:42][CH3:43])=[O:40])=[N:37][CH:38]=4)=[O:25])[CH:17]=[CH:16][C:15]=3[C:26]3[CH:31]=[CH:30][CH:29]=[CH:28][CH:27]=3)=[O:12])([CH2:4][CH2:3]1)[CH2:8][CH2:9]2. The yield is 0.640. (4) The reactants are FC(F)(F)[C:3]1[CH:4]=[C:5]([NH:9][C:10](=[O:29])[NH:11][C:12]2[CH:17]=[CH:16][C:15]([C:18]3[S:22][C:21]([CH2:23]CC(OC)=O)=[N:20][CH:19]=3)=[CH:14][CH:13]=2)[CH:6]=[CH:7][CH:8]=1.NC1C=CC(C2SC(C[NH:45][S:46]([C:49]([F:52])([F:51])[F:50])(=[O:48])=[O:47])=NC=2)=CC=1.C1(N=C=O)CCCCC1. No catalyst specified. The product is [CH:5]1([NH:9][C:10](=[O:29])[NH:11][C:12]2[CH:13]=[CH:14][C:15]([C:18]3[S:22][C:21]([CH2:23][NH:45][S:46]([C:49]([F:52])([F:51])[F:50])(=[O:48])=[O:47])=[N:20][CH:19]=3)=[CH:16][CH:17]=2)[CH2:4][CH2:3][CH2:8][CH2:7][CH2:6]1. The yield is 0.360. (5) The reactants are [Si]([O:8][C:9]1[CH:10]=[C:11]2[C:15](=[CH:16][CH:17]=1)[NH:14][CH:13]=[C:12]2[CH:18]1[CH2:23][CH2:22][N:21]([CH3:24])[CH2:20][CH2:19]1)(C(C)(C)C)(C)C.[CH2:25](Br)[C:26]1[CH:31]=[CH:30][CH:29]=[CH:28][CH:27]=1.[F-].C([N+](CCCC)(CCCC)CCCC)CCC. The catalyst is O1CCCC1.[H-].[K+]. The product is [CH2:25]([N:14]1[C:15]2[C:11](=[CH:10][C:9]([OH:8])=[CH:17][CH:16]=2)[C:12]([CH:18]2[CH2:19][CH2:20][N:21]([CH3:24])[CH2:22][CH2:23]2)=[CH:13]1)[C:26]1[CH:31]=[CH:30][CH:29]=[CH:28][CH:27]=1. The yield is 0.990. (6) The reactants are C([O:8][C:9]1[CH:10]=[C:11]([CH2:17][C@H:18]([NH:35][C:36](=[O:47])[C@H:37]([NH:39][C:40](=[O:46])[CH2:41][C:42]([OH:45])([CH3:44])[CH3:43])[CH3:38])[C:19]([NH:21][C@@H:22]([CH2:29][CH:30]2[CH2:34][CH2:33][CH2:32][CH2:31]2)[C:23]([C@@:25]2([CH3:28])[CH2:27][O:26]2)=[O:24])=[O:20])[CH:12]=[CH:13][C:14]=1[O:15][CH3:16])C1C=CC=CC=1. The catalyst is CO.[Pd]. The product is [CH:30]1([CH2:29][C@H:22]([NH:21][C:19](=[O:20])[C@@H:18]([NH:35][C:36](=[O:47])[C@H:37]([NH:39][C:40](=[O:46])[CH2:41][C:42]([OH:45])([CH3:44])[CH3:43])[CH3:38])[CH2:17][C:11]2[CH:12]=[CH:13][C:14]([O:15][CH3:16])=[C:9]([OH:8])[CH:10]=2)[C:23]([C@@:25]2([CH3:28])[CH2:27][O:26]2)=[O:24])[CH2:34][CH2:33][CH2:32][CH2:31]1. The yield is 0.620.